This data is from Forward reaction prediction with 1.9M reactions from USPTO patents (1976-2016). The task is: Predict the product of the given reaction. Given the reactants [O:1]1[CH:5]=[CH:4][C:3]([CH2:6][N:7]2[C:15]3[C:10](=[CH:11][C:12]([O:16][CH3:17])=[CH:13][CH:14]=3)[C:9]([CH:18]3[CH2:23][CH2:22][NH:21][CH2:20][CH2:19]3)=[CH:8]2)=[CH:2]1.C[O:25][C:26](=[O:37])[C:27]1[CH:32]=[CH:31][CH:30]=[CH:29][C:28]=1[O:33][CH2:34][CH2:35]Cl, predict the reaction product. The product is: [O:1]1[CH:5]=[CH:4][C:3]([CH2:6][N:7]2[C:15]3[C:10](=[CH:11][C:12]([O:16][CH3:17])=[CH:13][CH:14]=3)[C:9]([CH:18]3[CH2:23][CH2:22][N:21]([CH2:35][CH2:34][O:33][C:28]4[CH:29]=[CH:30][CH:31]=[CH:32][C:27]=4[C:26]([OH:37])=[O:25])[CH2:20][CH2:19]3)=[CH:8]2)=[CH:2]1.